This data is from Catalyst prediction with 721,799 reactions and 888 catalyst types from USPTO. The task is: Predict which catalyst facilitates the given reaction. (1) Reactant: [C:1]([CH2:3][C@H:4]1[C:9]2[N:10]=[C:11]([C:21]3[CH:26]=[CH:25][C:24]([NH:27][C:28]([NH:30][CH2:31][CH3:32])=[O:29])=[CH:23][CH:22]=3)[N:12]=[C:13]([N:14]3[CH2:19][CH2:18][O:17][CH2:16][C@@H:15]3[CH3:20])[C:8]=2[CH2:7][CH2:6][NH:5]1)#[N:2].C(CC1C2N=C(C3C=CC(NC(NCC)=O)=CC=3)N=C(N3CCOC[C@@H]3C)C=2CCN1C(OC(C)(C)C)=O)#N.Cl. Product: [C:1]([CH2:3][C@@H:4]1[C:9]2[N:10]=[C:11]([C:21]3[CH:26]=[CH:25][C:24]([NH:27][C:28]([NH:30][CH2:31][CH3:32])=[O:29])=[CH:23][CH:22]=3)[N:12]=[C:13]([N:14]3[CH2:19][CH2:18][O:17][CH2:16][C@@H:15]3[CH3:20])[C:8]=2[CH2:7][CH2:6][NH:5]1)#[N:2]. The catalyst class is: 12. (2) Reactant: BrC1[CH:3]=[C:4]2[NH:10][C:9](=O)[C:8]3([CH2:13][CH2:12]3)[C:5]2=[N:6]C=1.[H-].[H-].[H-].[H-].[Li+].[Al+3]. Product: [NH:6]1[C:5]2[C:8](=[CH:13][CH:12]=[CH:3][CH:4]=2)[CH2:9][NH:10]1. The catalyst class is: 1. (3) Reactant: [F:1][C:2]1[CH:3]=[C:4]([NH:12][S:13]([C:16]2[N:21]=[CH:20][C:19](B(O)O)=[CH:18][CH:17]=2)(=[O:15])=[O:14])[CH:5]=[N:6][C:7]=1[C:8]([O:10]C)=[O:9].Br[C:26]1[N:31]=[CH:30][CH:29]=[CH:28][N:27]=1.C(=O)([O-])[O-].[Na+].[Na+].Cl. Product: [F:1][C:2]1[C:7]([C:8]([OH:10])=[O:9])=[N:6][CH:5]=[C:4]([NH:12][S:13]([C:16]2[CH:17]=[CH:18][C:19]([C:26]3[N:31]=[CH:30][CH:29]=[CH:28][N:27]=3)=[CH:20][N:21]=2)(=[O:15])=[O:14])[CH:3]=1. The catalyst class is: 710. (4) Reactant: [CH2:1]([N:3]([CH2:30][CH3:31])[C:4]1[N:9]=[C:8]([C:10]2[O:14][N:13]=[C:12]([C:15]3[CH:20]=[C:19](C)[C:18](OC[C@@H]4CO4)=[C:17](CC)[CH:16]=3)[N:11]=2)[CH:7]=[C:6]([CH3:29])[N:5]=1)[CH3:2].[CH3:32][CH2:33][N:34](C(C)C)C(C)C.[CH3:41][S:42](Cl)(=[O:44])=[O:43]. Product: [CH2:30]([N:3]([CH2:1][CH3:2])[C:4]1[N:9]=[C:8]([C:10]2[O:14][N:13]=[C:12]([C:15]3[CH:16]=[CH:17][C:18]([CH2:32][CH2:33][NH:34][S:42]([CH3:41])(=[O:44])=[O:43])=[CH:19][CH:20]=3)[N:11]=2)[CH:7]=[C:6]([CH3:29])[N:5]=1)[CH3:31]. The catalyst class is: 91.